This data is from NCI-60 drug combinations with 297,098 pairs across 59 cell lines. The task is: Regression. Given two drug SMILES strings and cell line genomic features, predict the synergy score measuring deviation from expected non-interaction effect. (1) Synergy scores: CSS=50.5, Synergy_ZIP=-9.45, Synergy_Bliss=-8.74, Synergy_Loewe=-10.2, Synergy_HSA=-5.84. Drug 1: C1=NC2=C(N1)C(=S)N=C(N2)N. Drug 2: CNC(=O)C1=NC=CC(=C1)OC2=CC=C(C=C2)NC(=O)NC3=CC(=C(C=C3)Cl)C(F)(F)F. Cell line: MDA-MB-231. (2) Drug 1: CC(CN1CC(=O)NC(=O)C1)N2CC(=O)NC(=O)C2. Drug 2: C(CC(=O)O)C(=O)CN.Cl. Cell line: HL-60(TB). Synergy scores: CSS=64.9, Synergy_ZIP=9.61, Synergy_Bliss=4.63, Synergy_Loewe=-17.6, Synergy_HSA=4.69.